Dataset: CYP1A2 inhibition data for predicting drug metabolism from PubChem BioAssay. Task: Regression/Classification. Given a drug SMILES string, predict its absorption, distribution, metabolism, or excretion properties. Task type varies by dataset: regression for continuous measurements (e.g., permeability, clearance, half-life) or binary classification for categorical outcomes (e.g., BBB penetration, CYP inhibition). Dataset: cyp1a2_veith. (1) The molecule is CCCC1S/C(=N/N=C/c2ccc(OC)cc2)N(Cc2ccc(OC)cc2)C1=O. The result is 0 (non-inhibitor). (2) The drug is CC(=O)Nc1cc(C(=O)N2CCCC2)ccc1S(=O)(=O)c1ccc(C)cc1. The result is 0 (non-inhibitor). (3) The drug is CCCCSc1nnc(-c2cc3c(C(F)(F)F)nn(C)c3s2)n1C. The result is 1 (inhibitor). (4) The molecule is CCN(CC)S(=O)(=O)c1ccc(OC)c(NC(=O)c2cc([N+](=O)[O-])ccc2Cl)c1. The result is 0 (non-inhibitor). (5) The result is 1 (inhibitor). The drug is O=C(CSc1nnc2c3ccccc3c3ccccc3c2n1)Nc1ccccc1. (6) The drug is Cc1ccccc1NC(=O)CSc1nnc(-c2ccccc2)n1-c1ccccc1. The result is 0 (non-inhibitor). (7) The drug is Cc1cnc(CNc2nc(-c3ccc4c(c3)OCO4)nc3ccccc23)cn1. The result is 1 (inhibitor). (8) The compound is CC(C)=NO[C@@H](C)c1cc(-c2c(C)cc(C)cc2C)no1. The result is 0 (non-inhibitor). (9) The result is 0 (non-inhibitor). The compound is Cc1cc(C2C(C#N)=C(N)OC3=C2C(=O)CC(C)(C)C3)c(C)s1.